The task is: Predict the reaction yield, written as a fraction of the theoretical maximum amount of product (1.0 means a 100% yield; for example, 0.34 means a 34% yield).. This data is from Reaction yield outcomes from USPTO patents with 853,638 reactions. The reactants are [F:1][C:2]([F:40])([F:39])[C:3]1[CH:38]=[CH:37][C:6]([CH2:7][NH:8][C:9]2[N:14]=[CH:13][C:12]([C:15]([C:18]3[C:26]4[C:21](=[N:22][CH:23]=[CH:24][CH:25]=4)[N:20]([Si](C(C)C)(C(C)C)C(C)C)[CH:19]=3)(O)[CH3:16])=[CH:11][CH:10]=2)=[CH:5][CH:4]=1.FC(F)(F)C(O)=O.C([SiH](CC)CC)C. The catalyst is C(#N)C. The product is [NH:20]1[C:21]2=[N:22][CH:23]=[CH:24][CH:25]=[C:26]2[C:18]([C:15]([C:12]2[CH:11]=[CH:10][C:9]([NH:8][CH2:7][C:6]3[CH:5]=[CH:4][C:3]([C:2]([F:1])([F:40])[F:39])=[CH:38][CH:37]=3)=[N:14][CH:13]=2)=[CH2:16])=[CH:19]1. The yield is 0.500.